This data is from Catalyst prediction with 721,799 reactions and 888 catalyst types from USPTO. The task is: Predict which catalyst facilitates the given reaction. (1) Reactant: Cl.[CH3:2][C:3]([CH3:35])([CH2:33][CH3:34])[CH2:4][C:5]1[N:6]=[C:7]([CH:16]([O:31]C)[CH2:17][C:18]2[CH:23]=[CH:22][C:21]([C:24]3[CH:29]=[CH:28][C:27]([F:30])=[CH:26][N:25]=3)=[CH:20][CH:19]=2)[N:8](S(N(C)C)(=O)=O)[CH:9]=1. Product: [CH3:2][C:3]([CH3:35])([CH2:33][CH3:34])[CH2:4][C:5]1[N:6]=[C:7]([CH:16]([OH:31])[CH2:17][C:18]2[CH:23]=[CH:22][C:21]([C:24]3[CH:29]=[CH:28][C:27]([F:30])=[CH:26][N:25]=3)=[CH:20][CH:19]=2)[NH:8][CH:9]=1. The catalyst class is: 7. (2) Reactant: [F:1][C:2]1[C:7]([F:8])=[CH:6][CH:5]=[CH:4][C:3]=1/[CH:9]=[CH:10]/[C:11]([OH:13])=[O:12]. Product: [F:1][C:2]1[C:7]([F:8])=[CH:6][CH:5]=[CH:4][C:3]=1[CH2:9][CH2:10][C:11]([OH:13])=[O:12]. The catalyst class is: 153. (3) Reactant: [Cl:1][C:2]1[CH:7]=[C:6](F)[CH:5]=[CH:4][C:3]=1[S:9]([C@H:12]1[CH2:16][CH2:15][N:14]([C:17]2[CH:22]=[C:21]([C:23]([F:26])([F:25])[F:24])[N:20]=[C:19]([S:27][CH3:28])[N:18]=2)[CH2:13]1)(=[O:11])=[O:10].C([O-])([O-])=O.[Cs+].[Cs+].[CH3:35][O:36][CH2:37][CH2:38][OH:39]. Product: [Cl:1][C:2]1[CH:7]=[C:6]([O:39][CH2:38][CH2:37][O:36][CH3:35])[CH:5]=[CH:4][C:3]=1[S:9]([C@H:12]1[CH2:16][CH2:15][N:14]([C:17]2[CH:22]=[C:21]([C:23]([F:25])([F:24])[F:26])[N:20]=[C:19]([S:27][CH3:28])[N:18]=2)[CH2:13]1)(=[O:11])=[O:10]. The catalyst class is: 39. (4) Reactant: CS(O[CH2:6][C:7]1[N:8]([CH2:17][CH2:18][CH2:19][S:20]([CH2:23][CH3:24])(=[O:22])=[O:21])[C:9]2[C:14]([CH:15]=1)=[CH:13][C:12]([Cl:16])=[CH:11][CH:10]=2)(=O)=O.[NH:25]1[C:29]2=[CH:30][N:31]=[CH:32][CH:33]=[C:28]2[C:27]2([CH2:35][CH2:34]2)[C:26]1=[O:36].C(N=P1(N(CC)CC)N(C)CCCN1C)(C)(C)C. Product: [Cl:16][C:12]1[CH:13]=[C:14]2[C:9](=[CH:10][CH:11]=1)[N:8]([CH2:17][CH2:18][CH2:19][S:20]([CH2:23][CH3:24])(=[O:22])=[O:21])[C:7]([CH2:6][N:25]1[C:29]3=[CH:30][N:31]=[CH:32][CH:33]=[C:28]3[C:27]3([CH2:34][CH2:35]3)[C:26]1=[O:36])=[CH:15]2. The catalyst class is: 10.